Task: Predict the product of the given reaction.. Dataset: Forward reaction prediction with 1.9M reactions from USPTO patents (1976-2016) (1) Given the reactants O([C:3]([CH:5]1[CH2:10][CH2:9][CH2:8][CH2:7][C:6]1=O)=[O:4])C.[NH2:12][C:13]([NH2:15])=[O:14], predict the reaction product. The product is: [NH:12]1[C:6]2[CH2:7][CH2:8][CH2:9][CH2:10][C:5]=2[C:3](=[O:4])[NH:15][C:13]1=[O:14]. (2) Given the reactants [NH2:1][C@H:2]([CH2:8][C:9]1[CH:18]=[CH:17][C:16]2[CH2:15][CH2:14][CH2:13][CH2:12][C:11]=2[CH:10]=1)[C:3]([O:5][CH2:6][CH3:7])=[O:4].[NH:19]1[CH2:24][CH2:23][CH:22]([N:25]2[CH2:31][CH2:30][C:29]3[CH:32]=[CH:33][CH:34]=[CH:35][C:28]=3[NH:27][C:26]2=[O:36])[CH2:21][CH2:20]1.C1C[O:40][CH2:39]C1, predict the reaction product. The product is: [O:36]=[C:26]1[N:25]([CH:22]2[CH2:21][CH2:20][N:19]([C:39]([NH:1][C@H:2]([CH2:8][C:9]3[CH:18]=[CH:17][C:16]4[CH2:15][CH2:14][CH2:13][CH2:12][C:11]=4[CH:10]=3)[C:3]([O:5][CH2:6][CH3:7])=[O:4])=[O:40])[CH2:24][CH2:23]2)[CH2:31][CH2:30][C:29]2[CH:32]=[CH:33][CH:34]=[CH:35][C:28]=2[NH:27]1. (3) Given the reactants [C:1]1(C)[CH:6]=[CH:5][CH:4]=[CH:3][CH:2]=1.[C:8]([C:10]1[CH:11]=[C:12]([C:24]2[CH:25]=[C:26]([CH:31]=[CH:32][N:33]=2)[C:27]([O:29][CH3:30])=[O:28])[CH:13]=[CH:14][C:15]=1OS(C(F)(F)F)(=O)=O)#[N:9].C1(B(O)O)C=CC=CC=1.C(=O)([O-])[O-].[K+].[K+], predict the reaction product. The product is: [C:8]([C:10]1[CH:11]=[C:12]([C:24]2[CH:25]=[C:26]([CH:31]=[CH:32][N:33]=2)[C:27]([O:29][CH3:30])=[O:28])[CH:13]=[CH:14][C:15]=1[C:1]1[CH:6]=[CH:5][CH:4]=[CH:3][CH:2]=1)#[N:9]. (4) Given the reactants Cl.[O:2]([NH2:4])[CH3:3].C(N(CC)CC)C.[F:12][C:13]1[CH:18]=[CH:17][C:16]([C:19]2[C:27]3[C:22](=[CH:23][CH:24]=[C:25]([NH:28][C:29]([C:31]4([C:58](=O)[CH3:59])[CH2:35][CH2:34][N:33]([CH2:36][C:37]([N:39]5[CH2:44][CH2:43][N:42]([C:45]6[CH:50]=[CH:49][C:48]([C:51]7[N:56]=[CH:55][CH:54]=[CH:53][N:52]=7)=[CH:47][N:46]=6)[CH2:41][CH:40]5[CH3:57])=[O:38])[CH2:32]4)=[O:30])[CH:26]=3)[NH:21][N:20]=2)=[CH:15][CH:14]=1, predict the reaction product. The product is: [F:12][C:13]1[CH:18]=[CH:17][C:16]([C:19]2[C:27]3[C:22](=[CH:23][CH:24]=[C:25]([NH:28][C:29]([C:31]4([C:58](=[N:4][O:2][CH3:3])[CH3:59])[CH2:35][CH2:34][N:33]([CH2:36][C:37]([N:39]5[CH2:44][CH2:43][N:42]([C:45]6[CH:50]=[CH:49][C:48]([C:51]7[N:52]=[CH:53][CH:54]=[CH:55][N:56]=7)=[CH:47][N:46]=6)[CH2:41][CH:40]5[CH3:57])=[O:38])[CH2:32]4)=[O:30])[CH:26]=3)[NH:21][N:20]=2)=[CH:15][CH:14]=1. (5) The product is: [CH:8]1[C:7]2[C:16]3=[C:15]4[C:4](=[CH:5][CH:6]=2)[CH:3]=[CH:2][CH:1]=[C:14]4[C:13](=[O:29])[C:12](=[O:18])[C:11]3=[CH:10][CH:9]=1. Given the reactants [CH:1]1[C:14]2[C:15]3=[C:16]4[C:11](=[CH:12][CH:13]=2)[CH:10]=[CH:9][CH:8]=[C:7]4[CH:6]=[CH:5][C:4]3=[CH:3][CH:2]=1.I([O-])(=O)(=O)=[O:18].[Na+].C(Cl)Cl.C(#N)C.[OH2:29], predict the reaction product.